This data is from Forward reaction prediction with 1.9M reactions from USPTO patents (1976-2016). The task is: Predict the product of the given reaction. (1) Given the reactants [Br:1][C:2]1[C:7](C(O)=O)=[C:6]([OH:11])[C:5]([O:12][CH3:13])=[CH:4][CH:3]=1.C1(P(N=[N+]=[N-])(C2C=CC=CC=2)=[O:21])C=CC=CC=1.C([N:33]([CH2:36]C)CC)C, predict the reaction product. The product is: [Br:1][C:2]1[C:7]2[NH:33][C:36](=[O:21])[O:11][C:6]=2[C:5]([O:12][CH3:13])=[CH:4][CH:3]=1. (2) Given the reactants FC(F)(F)S(O[C:7]1[C:16]([F:17])=[CH:15][C:14]2[O:13][C@H:12]3[CH2:18][CH2:19][O:20][CH2:21][C@H:11]3[C@:10]3([C:25](=[O:26])[N:24]([CH3:27])[C:23](/[N:28]=C/N(C)C)=[N:22]3)[C:9]=2[CH:8]=1)(=O)=O.[F:35][C:36]1[C:41](B(O)O)=[CH:40][CH:39]=[CH:38][N:37]=1, predict the reaction product. The product is: [NH2:28][C:23]1[N:24]([CH3:27])[C:25](=[O:26])[C@:10]2([N:22]=1)[C:9]1[CH:8]=[C:7]([C:41]3[C:36]([F:35])=[N:37][CH:38]=[CH:39][CH:40]=3)[C:16]([F:17])=[CH:15][C:14]=1[O:13][C@H:12]1[CH2:18][CH2:19][O:20][CH2:21][C@@H:11]21. (3) Given the reactants [CH3:1][C:2]1[N:6]([CH:7]2[CH2:13][CH:12]3[N:14]([CH2:15][CH2:16][C:17]4([C:35]5[CH:40]=[CH:39][CH:38]=[CH:37][CH:36]=5)[CH2:22][CH2:21][N:20]([C:23]([C:25]5[CH:26]=[C:27]([CH:32]=[CH:33][CH:34]=5)[C:28]([O:30]C)=[O:29])=[O:24])[CH2:19][CH2:18]4)[CH:9]([CH2:10][CH2:11]3)[CH2:8]2)[C:5]2[CH:41]=[CH:42][CH:43]=[CH:44][C:4]=2[N:3]=1.O.[OH-].[Li+].C(=O)(O)[O-].[Na+], predict the reaction product. The product is: [CH3:1][C:2]1[N:6]([CH:7]2[CH2:13][CH:12]3[N:14]([CH2:15][CH2:16][C:17]4([C:35]5[CH:36]=[CH:37][CH:38]=[CH:39][CH:40]=5)[CH2:22][CH2:21][N:20]([C:23]([C:25]5[CH:26]=[C:27]([CH:32]=[CH:33][CH:34]=5)[C:28]([OH:30])=[O:29])=[O:24])[CH2:19][CH2:18]4)[CH:9]([CH2:10][CH2:11]3)[CH2:8]2)[C:5]2[CH:41]=[CH:42][CH:43]=[CH:44][C:4]=2[N:3]=1. (4) Given the reactants [CH2:1](Br)[C:2]1[CH:7]=[CH:6][CH:5]=[CH:4][CH:3]=1.[OH:9][C:10]1[CH:11]=[C:12]([CH:17]=[C:18]([O:20][C@@H:21]([CH3:24])[CH2:22][OH:23])[CH:19]=1)[C:13]([O:15][CH3:16])=[O:14].[C:25](=O)([O-])[O-].[K+].[K+].C(OCC)(=O)C, predict the reaction product. The product is: [OH:23][CH2:22][C@@H:21]([O:20][C:18]1[CH:17]=[C:12]([CH:11]=[C:10]([O:9][CH2:25][CH2:1][C:2]2[CH:7]=[CH:6][CH:5]=[CH:4][CH:3]=2)[CH:19]=1)[C:13]([O:15][CH3:16])=[O:14])[CH3:24]. (5) Given the reactants [Si:1]([O:8][CH2:9][C:10]([O:12]CC)=[O:11])([C:4]([CH3:7])([CH3:6])[CH3:5])([CH3:3])[CH3:2].[OH-].[Na+], predict the reaction product. The product is: [Si:1]([O:8][CH2:9][C:10]([OH:12])=[O:11])([C:4]([CH3:7])([CH3:6])[CH3:5])([CH3:3])[CH3:2].